From a dataset of Full USPTO retrosynthesis dataset with 1.9M reactions from patents (1976-2016). Predict the reactants needed to synthesize the given product. (1) The reactants are: [O:1]1[CH:5]=[CH:4][CH:3]=[C:2]1[C:6]1[O:7][C:8]([CH3:42])=[C:9]([CH2:11][O:12][C:13]2[CH:39]=[CH:38][C:16]([CH2:17][O:18][C:19]3[C:23](/[CH:24]=[CH:25]/[C:26](N(OC)C)=[O:27])=[CH:22][N:21]([C:32]4[CH:37]=[CH:36][CH:35]=[CH:34][CH:33]=4)[N:20]=3)=[CH:15][C:14]=2[O:40][CH3:41])[N:10]=1.[CH3:43][Mg]Br.Cl. Given the product [O:1]1[CH:5]=[CH:4][CH:3]=[C:2]1[C:6]1[O:7][C:8]([CH3:42])=[C:9]([CH2:11][O:12][C:13]2[CH:39]=[CH:38][C:16]([CH2:17][O:18][C:19]3[C:23](/[CH:24]=[CH:25]/[C:26](=[O:27])[CH3:43])=[CH:22][N:21]([C:32]4[CH:33]=[CH:34][CH:35]=[CH:36][CH:37]=4)[N:20]=3)=[CH:15][C:14]=2[O:40][CH3:41])[N:10]=1, predict the reactants needed to synthesize it. (2) Given the product [OH:15][C@H:4]1[O:11][CH2:8][C@@H:7]([OH:12])[C@H:6]([OH:13])[C@H:5]1[OH:14].[OH:15][C@@H:4]1[O:11][CH2:8][C@@H:7]([OH:12])[C@H:6]([OH:13])[C@H:5]1[OH:14].[CH2:4]([OH:15])[C@H:9]([C@@H:8]([C@@H:7]([CH2:6][OH:13])[OH:12])[OH:11])[OH:10], predict the reactants needed to synthesize it. The reactants are: [BH4-].[Na+].[BH4-].[CH:4]1([OH:15])[CH:9]([OH:10])[CH:8]([OH:11])[CH:7]([OH:12])[CH:6]([OH:13])[CH:5]1[OH:14].C([O-])(=O)C.[Na+]. (3) Given the product [F:1][C:2]1[C:8]([F:9])=[C:7]([C:19]2[CH:18]=[CH:17][CH:16]=[C:15]([O:14][CH3:13])[CH:20]=2)[C:6]([F:11])=[C:5]([F:12])[C:3]=1[NH2:4], predict the reactants needed to synthesize it. The reactants are: [F:1][C:2]1[C:8]([F:9])=[C:7](Br)[C:6]([F:11])=[C:5]([F:12])[C:3]=1[NH2:4].[CH3:13][O:14][C:15]1[CH:16]=[C:17](B(O)O)[CH:18]=[CH:19][CH:20]=1.C1(C)C=CC=CC=1P(C1C=CC=CC=1C)C1C=CC=CC=1C.C(=O)([O-])[O-].[K+].[K+]. (4) Given the product [C:1]([C:4]1[CH:5]=[CH:6][C:7]([C:10]2[C:19]([OH:20])=[C:18]3[C:13]([CH:14]=[N:15][C:16]([NH:22][CH3:23])=[N:17]3)=[C:12]([C:24]3[CH:29]=[CH:28][CH:27]=[C:26]([Cl:30])[CH:25]=3)[CH:11]=2)=[CH:8][CH:9]=1)([OH:3])=[O:2], predict the reactants needed to synthesize it. The reactants are: [C:1]([C:4]1[CH:9]=[CH:8][C:7]([C:10]2[C:19]([O:20]C)=[C:18]3[C:13]([CH:14]=[N:15][C:16]([NH:22][CH3:23])=[N:17]3)=[C:12]([C:24]3[CH:29]=[CH:28][CH:27]=[C:26]([Cl:30])[CH:25]=3)[CH:11]=2)=[CH:6][CH:5]=1)([OH:3])=[O:2].C[S-].[Na+].[Cl-].[NH4+]. (5) Given the product [Br:27][CH2:28][C:29]([C:31]1[CH:36]=[CH:35][CH:34]=[C:33]([O:37][C:38]([F:39])([F:40])[F:41])[CH:32]=1)=[O:30].[F:39][C:38]([F:40])([F:41])[O:37][C:33]1[CH:32]=[C:31]([C:29]2[N:15]=[C:16]3[C:17]([C:18]([O:20][CH2:21][CH3:22])=[O:19])=[CH:23][CH:24]=[CH:25][N:26]3[CH:28]=2)[CH:36]=[CH:35][CH:34]=1, predict the reactants needed to synthesize it. The reactants are: BrCC(C1C=CC=C(C(F)(F)F)C=1)=O.[NH2:15][C:16]1[N:26]=[CH:25][CH:24]=[CH:23][C:17]=1[C:18]([O:20][CH2:21][CH3:22])=[O:19].[Br:27][CH2:28][C:29]([C:31]1[CH:36]=[CH:35][CH:34]=[C:33]([O:37][C:38]([F:41])([F:40])[F:39])[CH:32]=1)=[O:30]. (6) Given the product [F:32][C:33]1[CH:34]=[N:35][CH:36]=[CH:37][C:38]=1[C:24]1[CH:23]=[CH:22][N:21]=[CH:20][C:19]=1[NH:2][CH3:3], predict the reactants needed to synthesize it. The reactants are: C[N:2]([C:19]1[CH:20]=[N:21][CH:22]=[CH:23][C:24]=1N1CCCCC1C)[C:3](=O)C1C=C(C(F)(F)F)C=C(C(F)(F)F)C=1.[F:32][C:33]1[CH:34]=[N:35][CH:36]=[CH:37][C:38]=1B(O)O. (7) Given the product [Br:9][C:4]1[CH:5]=[C:6]([N:44]2[C:46]3[CH:33]=[CH:32][CH:31]=[CH:30][C:29]=3[C:28]3[C:43]2=[CH:24][CH:25]=[CH:26][CH:27]=3)[CH:7]=[C:2]([N:21]2[C:20]3[CH:19]=[CH:18][CH:17]=[CH:16][C:15]=3[C:14]3[C:22]2=[CH:10][CH:11]=[CH:12][CH:13]=3)[CH:3]=1, predict the reactants needed to synthesize it. The reactants are: Br[C:2]1[CH:7]=[C:6](Br)[CH:5]=[C:4]([Br:9])[CH:3]=1.[CH:10]1[C:22]2[NH:21][C:20]3[C:15](=[CH:16][CH:17]=[CH:18][CH:19]=3)[C:14]=2[CH:13]=[CH:12][CH:11]=1.N1C2[C:27](=[CH:28][CH:29]=[C:30]3C=2N=[CH:33][CH:32]=[CH:31]3)[CH:26]=[CH:25][CH:24]=1.C([O-])([O-])=O.[K+].[K+].[CH3:43][N:44]([CH:46]=O)C.